From a dataset of Experimentally validated miRNA-target interactions with 360,000+ pairs, plus equal number of negative samples. Binary Classification. Given a miRNA mature sequence and a target amino acid sequence, predict their likelihood of interaction. The miRNA is hsa-miR-1237-5p with sequence CGGGGGCGGGGCCGAAGCGCG. The protein sequence of the target gene is MLLLLLLLPPLLCGRVGAKEQKDYLLTMQKSVTVQEGLCVSVLCSFSYPQNGWTASDPVHGYWFRAGDHVSRNIPVATNNPARAVQEETRDRFHLLGDPQNKDCTLSIRDTRESDAGTYVFCVERGNMKWNYKYDQLSVNVTASQDLLSRYRLEVPESVTVQEGLCVSVPCSVLYPHYNWTASSPVYGSWFKEGADIPWDIPVATNTPSGKVQEDTHGRFLLLGDPQTNNCSLSIRDARKGDSGKYYFQVERGSRKWNYIYDKLSVHVTALTHMPTFSIPGTLESGHPRNLTCSVPWACE.... Result: 1 (interaction).